The task is: Predict the reactants needed to synthesize the given product.. This data is from Full USPTO retrosynthesis dataset with 1.9M reactions from patents (1976-2016). Given the product [C:7]1([C:5]2[O:6][C:2]([C:20]3[C:19]([C:14]4[CH:15]=[CH:16][CH:17]=[CH:18][N:13]=4)=[N:23][N:22]4[CH2:24][CH2:25][CH2:26][C:21]=34)=[CH:3][N:4]=2)[CH:12]=[CH:11][CH:10]=[CH:9][CH:8]=1, predict the reactants needed to synthesize it. The reactants are: Br[C:2]1[O:6][C:5]([C:7]2[CH:12]=[CH:11][CH:10]=[CH:9][CH:8]=2)=[N:4][CH:3]=1.[N:13]1[CH:18]=[CH:17][CH:16]=[CH:15][C:14]=1[C:19]1[C:20](B(O)O)=[C:21]2[CH2:26][CH2:25][CH2:24][N:22]2[N:23]=1.